This data is from Forward reaction prediction with 1.9M reactions from USPTO patents (1976-2016). The task is: Predict the product of the given reaction. (1) Given the reactants [F:1][C:2]([F:22])([F:21])[C:3]1[O:7][C:6]([C:8]2[CH:13]=[CH:12][C:11]([C:14]([F:17])([F:16])[F:15])=[CH:10][CH:9]=2)=[N:5][C:4]=1[C:18](O)=[O:19].CCN=C=NCCCN(C)C.Cl.[NH2:35][C:36]1[CH:41]=[C:40]([Cl:42])[CH:39]=[CH:38][C:37]=1[C:43]1[NH:47][C:46](=[O:48])[O:45][N:44]=1, predict the reaction product. The product is: [Cl:42][C:40]1[CH:39]=[CH:38][C:37]([C:43]2[NH:47][C:46](=[O:48])[O:45][N:44]=2)=[C:36]([NH:35][C:18]([C:4]2[N:5]=[C:6]([C:8]3[CH:9]=[CH:10][C:11]([C:14]([F:16])([F:15])[F:17])=[CH:12][CH:13]=3)[O:7][C:3]=2[C:2]([F:1])([F:21])[F:22])=[O:19])[CH:41]=1. (2) Given the reactants [CH2:1]([CH:8]1[CH2:13][CH2:12][N:11]([CH2:14][CH2:15][CH2:16][N:17]([C:26]2[CH:31]=[CH:30][CH:29]=[CH:28][CH:27]=2)[C:18]([CH:20]2[CH2:25][CH2:24][NH:23][CH2:22][CH2:21]2)=[O:19])[CH2:10][CH2:9]1)[C:2]1[CH:7]=[CH:6][CH:5]=[CH:4][CH:3]=1.C(N(CC)CC)C.[C:39](Cl)(=[O:41])[CH3:40].C(=O)([O-])O.[Na+], predict the reaction product. The product is: [C:39]([N:23]1[CH2:24][CH2:25][CH:20]([C:18]([N:17]([CH2:16][CH2:15][CH2:14][N:11]2[CH2:12][CH2:13][CH:8]([CH2:1][C:2]3[CH:7]=[CH:6][CH:5]=[CH:4][CH:3]=3)[CH2:9][CH2:10]2)[C:26]2[CH:27]=[CH:28][CH:29]=[CH:30][CH:31]=2)=[O:19])[CH2:21][CH2:22]1)(=[O:41])[CH3:40]. (3) Given the reactants [Cl:1][C:2]1[CH:7]=[C:6](Cl)[N:5]=[C:4]([C:9]2[S:10][CH:11]=[CH:12][N:13]=2)[CH:3]=1.CC1(C)C(C)(C)OB([C:22]2[CH:27]=[CH:26][C:25]([C:28]([F:31])([F:30])[F:29])=[CH:24][CH:23]=2)O1.[O-]P([O-])([O-])=O.[K+].[K+].[K+].C1COCC1, predict the reaction product. The product is: [Cl:1][C:2]1[CH:7]=[C:6]([C:22]2[CH:27]=[CH:26][C:25]([C:28]([F:31])([F:30])[F:29])=[CH:24][CH:23]=2)[N:5]=[C:4]([C:9]2[S:10][CH:11]=[CH:12][N:13]=2)[CH:3]=1. (4) Given the reactants [OH-].[Na+].[C:11](O[C:11]([O:13][C:14]([CH3:17])([CH3:16])[CH3:15])=[O:12])([O:13][C:14]([CH3:17])([CH3:16])[CH3:15])=[O:12].Cl.C(OCC)(=O)C.[NH2:25][CH2:26][CH2:27][OH:28], predict the reaction product. The product is: [C:14]([O:13][C:11]([NH:25][CH2:26][CH2:27][OH:28])=[O:12])([CH3:15])([CH3:16])[CH3:17]. (5) Given the reactants [CH:1]1([CH2:4][C:5](=O)[CH3:6])[CH2:3][CH2:2]1.[CH3:8][C:9]([S:12]([NH2:14])=[O:13])([CH3:11])[CH3:10], predict the reaction product. The product is: [CH:1]1([CH2:4]/[C:5](=[N:14]/[S:12]([C:9]([CH3:11])([CH3:10])[CH3:8])=[O:13])/[CH3:6])[CH2:3][CH2:2]1.